From a dataset of Acute oral toxicity (LD50) regression data from Zhu et al.. Regression/Classification. Given a drug SMILES string, predict its toxicity properties. Task type varies by dataset: regression for continuous values (e.g., LD50, hERG inhibition percentage) or binary classification for toxic/non-toxic outcomes (e.g., AMES mutagenicity, cardiotoxicity, hepatotoxicity). Dataset: ld50_zhu. (1) The molecule is OCC(O)CN1CCN(c2ccccc2)CC1. The rat oral LD50 is 2.59, given as -log10 of the dose in mol/kg body weight (higher means more acutely toxic). (2) The compound is CCN1C=CC(=C2C(=O)c3ccccc3C2=O)C=C1. The rat oral LD50 is 2.88, given as -log10 of the dose in mol/kg body weight (higher means more acutely toxic). (3) The drug is Nc1ccc2[nH]c(C(F)(F)F)nc2c1. The rat oral LD50 is 3.48, given as -log10 of the dose in mol/kg body weight (higher means more acutely toxic).